From a dataset of Peptide-MHC class I binding affinity with 185,985 pairs from IEDB/IMGT. Regression. Given a peptide amino acid sequence and an MHC pseudo amino acid sequence, predict their binding affinity value. This is MHC class I binding data. The peptide sequence is QLSLKMLSL. The MHC is HLA-B51:01 with pseudo-sequence HLA-B51:01. The binding affinity (normalized) is 0.0847.